From a dataset of Forward reaction prediction with 1.9M reactions from USPTO patents (1976-2016). Predict the product of the given reaction. (1) Given the reactants [F:1][C:2]1[C:27]([F:28])=[CH:26][C:5]2[N:6]([C:19]3[CH:20]=[N:21][CH:22]=[C:23]([F:25])[CH:24]=3)[C:7]([C@@H:9]([NH:11]C(=O)OC(C)(C)C)[CH3:10])=[N:8][C:4]=2[CH:3]=1.O1CCOCC1, predict the reaction product. The product is: [F:1][C:2]1[C:27]([F:28])=[CH:26][C:5]2[N:6]([C:19]3[CH:20]=[N:21][CH:22]=[C:23]([F:25])[CH:24]=3)[C:7]([C@@H:9]([NH2:11])[CH3:10])=[N:8][C:4]=2[CH:3]=1. (2) Given the reactants Cl[C:2]1[C:7]([CH:8]=[O:9])=[CH:6][N:5]=[C:4]([NH:10][C:11](=[O:13])[CH3:12])[CH:3]=1.[F:14][C:15]1[CH:20]=[C:19]([N+:21]([O-:23])=[O:22])[CH:18]=[CH:17][C:16]=1B1OC(C)(C)C(C)(C)O1.C(=O)([O-])[O-].[Cs+].[Cs+], predict the reaction product. The product is: [F:14][C:15]1[CH:20]=[C:19]([N+:21]([O-:23])=[O:22])[CH:18]=[CH:17][C:16]=1[C:2]1[C:7]([CH:8]=[O:9])=[CH:6][N:5]=[C:4]([NH:10][C:11](=[O:13])[CH3:12])[CH:3]=1. (3) Given the reactants [CH3:1][NH:2][C:3]1[N:12]=[C:11]([N:13]([C:15]2[CH:20]=[CH:19][C:18]([N:21]([CH3:23])[CH3:22])=[CH:17][CH:16]=2)[CH3:14])[C:10]2[C:5](=[CH:6][CH:7]=[CH:8][CH:9]=2)[N:4]=1.C(N(CC)CC)C.CN(C1C=CC=CN=1)C.[C:40](OC(=O)C)(=[O:42])[CH3:41], predict the reaction product. The product is: [CH3:1][N:2]([C:3]1[N:12]=[C:11]([N:13]([C:15]2[CH:16]=[CH:17][C:18]([N:21]([CH3:22])[CH3:23])=[CH:19][CH:20]=2)[CH3:14])[C:10]2[C:5](=[CH:6][CH:7]=[CH:8][CH:9]=2)[N:4]=1)[C:40](=[O:42])[CH3:41]. (4) Given the reactants [OH:1][CH:2]1[CH2:7][CH2:6][N:5]([C:8]([CH:10]2[CH2:15][CH2:14][CH:13]([NH:16][C:17]3[N:22]=[C:21]([N:23]4[C:27]5[CH:28]=[CH:29][CH:30]=[C:31](I)[C:26]=5[N:25]=[N:24]4)[CH:20]=[CH:19][N:18]=3)[CH2:12][CH2:11]2)=[O:9])[CH2:4][CH2:3]1.[CH3:33][C:34]1[C:38](B2OC(C)(C)C(C)(C)O2)=[CH:37][NH:36][N:35]=1.C([O-])([O-])=O.[Na+].[Na+].C1(C)C=CC=CC=1, predict the reaction product. The product is: [OH:1][CH:2]1[CH2:7][CH2:6][N:5]([C:8]([CH:10]2[CH2:15][CH2:14][CH:13]([NH:16][C:17]3[N:22]=[C:21]([N:23]4[C:27]5[CH:28]=[CH:29][CH:30]=[C:31]([C:38]6[C:34]([CH3:33])=[N:35][NH:36][CH:37]=6)[C:26]=5[N:25]=[N:24]4)[CH:20]=[CH:19][N:18]=3)[CH2:12][CH2:11]2)=[O:9])[CH2:4][CH2:3]1. (5) Given the reactants [Cl:1][C:2]1[C:3]([CH3:22])=[C:4]([NH:10][S:11](/[CH:14]=[CH:15]/[C:16]2[CH:21]=[CH:20][CH:19]=[CH:18][CH:17]=2)(=[O:13])=[O:12])[CH:5]=[CH:6][C:7]=1[C:8]#[N:9].C([O-])([O-])=O.[K+].[K+].[Na+].[I-].[CH2:31](Br)[CH:32]=[CH2:33], predict the reaction product. The product is: [Cl:1][C:2]1[C:3]([CH3:22])=[C:4]([N:10]([CH2:33][CH:32]=[CH2:31])[S:11](/[CH:14]=[CH:15]/[C:16]2[CH:17]=[CH:18][CH:19]=[CH:20][CH:21]=2)(=[O:13])=[O:12])[CH:5]=[CH:6][C:7]=1[C:8]#[N:9]. (6) Given the reactants [CH:1]1[C:6]2[CH2:7][CH2:8][CH:9]([C:13]([OH:15])=O)[CH2:10][C:11](=[O:12])[C:5]=2[CH:4]=[CH:3][CH:2]=1.O=S(Cl)Cl.[C:20]1([CH:26]2[CH2:31][CH2:30][NH:29][CH2:28][CH2:27]2)[CH:25]=[CH:24][CH:23]=[CH:22][CH:21]=1.C(N(CC)CC)C, predict the reaction product. The product is: [C:20]1([CH:26]2[CH2:27][CH2:28][N:29]([C:13]([CH:9]3[CH2:8][CH2:7][C:6]4[CH:1]=[CH:2][CH:3]=[CH:4][C:5]=4[C:11](=[O:12])[CH2:10]3)=[O:15])[CH2:30][CH2:31]2)[CH:25]=[CH:24][CH:23]=[CH:22][CH:21]=1. (7) The product is: [C:4]1([Si:10]([C:27]2[CH:32]=[CH:31][CH:30]=[CH:29][CH:28]=2)([C:21]2[CH:22]=[CH:23][CH:24]=[CH:25][CH:26]=2)[C:11]2([Ti:20]([CH2:33][C:34]3[CH:39]=[CH:38][CH:37]=[CH:36][CH:35]=3)([CH2:33][C:34]3[CH:39]=[CH:38][CH:37]=[CH:36][CH:35]=3)[CH2:33][C:34]3[CH:39]=[CH:38][CH:37]=[CH:36][CH:35]=3)[C:15]([CH3:16])=[C:14]([CH3:17])[C:13]([CH3:18])=[C:12]2[CH3:19])[CH:5]=[CH:6][CH:7]=[CH:8][CH:9]=1. Given the reactants [Cl-].[Cl-].[Cl-].[C:4]1([Si:10]([C:27]2[CH:32]=[CH:31][CH:30]=[CH:29][CH:28]=2)([C:21]2[CH:26]=[CH:25][CH:24]=[CH:23][CH:22]=2)[C:11]2([Ti+3:20])[C:15]([CH3:16])=[C:14]([CH3:17])[C:13]([CH3:18])=[C:12]2[CH3:19])[CH:9]=[CH:8][CH:7]=[CH:6][CH:5]=1.[CH2:33]([Mg]Cl)[C:34]1[CH:39]=[CH:38][CH:37]=[CH:36][CH:35]=1, predict the reaction product. (8) Given the reactants [CH:1]1[C:14]2[C:5](=[CH:6][C:7]3[C:12]([C:13]=2[OH:15])=[CH:11][CH:10]=[CH:9][CH:8]=3)[CH:4]=[CH:3][CH:2]=1.C([Li])CCC.Cl[P:22]1[O:26][C:25]([C:33]2[CH:38]=[CH:37][CH:36]=[CH:35][CH:34]=2)([C:27]2[CH:32]=[CH:31][CH:30]=[CH:29][CH:28]=2)[C:24]([C:45]2[CH:50]=[CH:49][CH:48]=[CH:47][CH:46]=2)([C:39]2[CH:44]=[CH:43][CH:42]=[CH:41][CH:40]=2)[O:23]1, predict the reaction product. The product is: [CH:11]1[C:12]2[C:7](=[CH:6][C:5]3[C:14]([C:13]=2[O:15][P:22]2[O:26][C:25]([C:33]4[CH:38]=[CH:37][CH:36]=[CH:35][CH:34]=4)([C:27]4[CH:28]=[CH:29][CH:30]=[CH:31][CH:32]=4)[C:24]([C:39]4[CH:40]=[CH:41][CH:42]=[CH:43][CH:44]=4)([C:45]4[CH:46]=[CH:47][CH:48]=[CH:49][CH:50]=4)[O:23]2)=[CH:1][CH:2]=[CH:3][CH:4]=3)[CH:8]=[CH:9][CH:10]=1. (9) Given the reactants [NH2:1][C:2]1[C:3]([C:7](Cl)=[N:8][OH:9])=[N:4][O:5][N:6]=1.[Br:11][C:12]1[CH:13]=[C:14]([CH:16]=[CH:17][C:18]=1[F:19])[NH2:15].C(=O)(O)[O-].[Na+], predict the reaction product. The product is: [NH2:1][C:2]1[C:3]([C:7](=[N:8][OH:9])[NH:15][C:14]2[CH:16]=[CH:17][C:18]([F:19])=[C:12]([Br:11])[CH:13]=2)=[N:4][O:5][N:6]=1. (10) Given the reactants [CH:1]12[CH:9]([CH2:10][C:11](Cl)=[O:12])[CH:5]([CH2:6][CH2:7][CH2:8]1)[CH2:4][CH2:3][CH2:2]2.[NH2:14][N:15]1[C:24](=[O:25])[C:23]2[C:18](=[CH:19][CH:20]=[CH:21][CH:22]=2)[N:17]=[C:16]1[CH2:26][CH3:27], predict the reaction product. The product is: [CH:1]12[CH:9]([CH2:10][C:11]([NH:14][N:15]3[C:24](=[O:25])[C:23]4[C:18](=[CH:19][CH:20]=[CH:21][CH:22]=4)[N:17]=[C:16]3[CH2:26][CH3:27])=[O:12])[CH:5]([CH2:6][CH2:7][CH2:8]1)[CH2:4][CH2:3][CH2:2]2.